From a dataset of Forward reaction prediction with 1.9M reactions from USPTO patents (1976-2016). Predict the product of the given reaction. (1) Given the reactants C(NC(C)C)(C)C.C([Li])CCC.[Cl:13][C:14]1[C:15]2[C:22]([I:23])=[CH:21][N:20]([CH2:24][O:25][CH2:26][CH2:27][Si:28]([CH3:31])([CH3:30])[CH3:29])[C:16]=2[N:17]=[CH:18][N:19]=1.[CH:32](OCC)=[O:33], predict the reaction product. The product is: [Cl:13][C:14]1[C:15]2[C:22]([I:23])=[C:21]([CH:32]=[O:33])[N:20]([CH2:24][O:25][CH2:26][CH2:27][Si:28]([CH3:31])([CH3:30])[CH3:29])[C:16]=2[N:17]=[CH:18][N:19]=1. (2) Given the reactants [C:1]([C:4]1[CH:5]=[CH:6][C:7]2[N:8]([C:10]([C:13]([OH:15])=O)=[CH:11][N:12]=2)[CH:9]=1)(=[S:3])[NH2:2].[CH3:16][C:17]1[CH:23]=[CH:22][C:21]([C:24]2[N:28]=[C:27]([CH3:29])[O:26][N:25]=2)=[CH:20][C:18]=1[NH2:19].CCCP1(OP(CCC)(=O)OP(CCC)(=O)O1)=O, predict the reaction product. The product is: [C:1]([C:4]1[CH:5]=[CH:6][C:7]2[N:8]([C:10]([C:13]([NH:19][C:18]3[CH:20]=[C:21]([C:24]4[N:28]=[C:27]([CH3:29])[O:26][N:25]=4)[CH:22]=[CH:23][C:17]=3[CH3:16])=[O:15])=[CH:11][N:12]=2)[CH:9]=1)(=[S:3])[NH2:2]. (3) Given the reactants [Cl:1][C:2]1[CH:7]=[CH:6][C:5]([NH:8][C:9]2[NH:13][C:12]3[CH:14]=[CH:15][C:16]([O:18][C:19]4[CH:24]=[CH:23][N:22]=[C:21](SC)[N:20]=4)=[CH:17][C:11]=3[N:10]=2)=[CH:4][C:3]=1[C:27]([F:30])([F:29])[F:28].O[O:32][S:33]([O-:35])=O.[K+].[CH3:37]O, predict the reaction product. The product is: [Cl:1][C:2]1[CH:7]=[CH:6][C:5]([NH:8][C:9]2[NH:13][C:12]3[CH:14]=[CH:15][C:16]([O:18][C:19]4[CH:24]=[CH:23][N:22]=[C:21]([S:33]([CH3:37])(=[O:35])=[O:32])[N:20]=4)=[CH:17][C:11]=3[N:10]=2)=[CH:4][C:3]=1[C:27]([F:30])([F:28])[F:29]. (4) The product is: [CH3:41][N:33]([C:28]12[CH2:27][CH2:26][C:25]([C:22]3[N:21]4[C:16]5[CH:15]=[CH:14][N:13]([S:3]([C:6]6[CH:7]=[CH:8][C:9]([CH3:10])=[CH:11][CH:12]=6)(=[O:4])=[O:5])[C:17]=5[N:18]=[CH:19][C:20]4=[N:24][N:23]=3)([CH2:30][CH2:29]1)[CH2:32][CH2:31]2)[S:34]([CH:37]1[CH2:38][CH2:39]1)(=[O:36])=[O:35]. Given the reactants [H-].[Na+].[S:3]([N:13]1[C:17]2[N:18]=[CH:19][C:20]3[N:21]([C:22]([C:25]45[CH2:32][CH2:31][C:28]([NH:33][S:34]([CH:37]6[CH2:39][CH2:38]6)(=[O:36])=[O:35])([CH2:29][CH2:30]4)[CH2:27][CH2:26]5)=[N:23][N:24]=3)[C:16]=2[CH:15]=[CH:14]1)([C:6]1[CH:12]=[CH:11][C:9]([CH3:10])=[CH:8][CH:7]=1)(=[O:5])=[O:4].I[CH3:41], predict the reaction product.